Task: Predict the product of the given reaction.. Dataset: Forward reaction prediction with 1.9M reactions from USPTO patents (1976-2016) (1) Given the reactants [CH3:1][NH:2][C:3]1[CH:8]=[C:7]([CH3:9])[C:6]([CH3:10])=[CH:5][C:4]=1[N+:11]([O-])=O.Cl, predict the reaction product. The product is: [CH3:1][NH:2][C:3]1[C:4]([NH2:11])=[CH:5][C:6]([CH3:10])=[C:7]([CH3:9])[CH:8]=1. (2) Given the reactants [NH2:1][C:2]1[N:6]([C:7]2[CH:12]=[CH:11][C:10]([NH:13]C(=O)C)=[CH:9][CH:8]=2)[C:5]2[CH:17]=[CH:18][CH:19]=[CH:20][C:4]=2[N:3]=1.[ClH:21], predict the reaction product. The product is: [ClH:21].[NH2:1][C:2]1[N:6]([C:7]2[CH:8]=[CH:9][C:10]([NH2:13])=[CH:11][CH:12]=2)[C:5]2[CH:17]=[CH:18][CH:19]=[CH:20][C:4]=2[N:3]=1. (3) Given the reactants [Cl:1][C:2]1[CH:7]=[CH:6][C:5]([C:8]([C:10]2[N:11]([CH3:15])[CH:12]=[CH:13][CH:14]=2)=[O:9])=[CH:4][CH:3]=1.[C:16](Cl)(=[O:23])[C:17]1[CH:22]=[CH:21][N:20]=[CH:19][CH:18]=1.[Cl-].[Al+3].[Cl-].[Cl-], predict the reaction product. The product is: [Cl:1][C:2]1[CH:7]=[CH:6][C:5]([C:8]([C:10]2[N:11]([CH3:15])[CH:12]=[C:13]([C:16]([C:17]3[CH:22]=[CH:21][N:20]=[CH:19][CH:18]=3)=[O:23])[CH:14]=2)=[O:9])=[CH:4][CH:3]=1.